Dataset: Catalyst prediction with 721,799 reactions and 888 catalyst types from USPTO. Task: Predict which catalyst facilitates the given reaction. Reactant: [CH3:1][O:2][C:3](=[O:12])[C:4]1[CH:9]=[C:8]([Cl:10])[N:7]=[C:6](Cl)[CH:5]=1.[CH3:13][NH:14][CH2:15][CH2:16][CH3:17].C(=O)([O-])[O-].[Cs+].[Cs+].C1(P(C2C=CC=CC=2)C2C=CC3C(=CC=CC=3)C=2C2C3C(=CC=CC=3)C=CC=2P(C2C=CC=CC=2)C2C=CC=CC=2)C=CC=CC=1. Product: [CH3:1][O:2][C:3](=[O:12])[C:4]1[CH:5]=[C:6]([N:14]([CH3:13])[CH2:15][CH2:16][CH3:17])[N:7]=[C:8]([Cl:10])[CH:9]=1. The catalyst class is: 164.